This data is from Peptide-MHC class I binding affinity with 185,985 pairs from IEDB/IMGT. The task is: Regression. Given a peptide amino acid sequence and an MHC pseudo amino acid sequence, predict their binding affinity value. This is MHC class I binding data. (1) The peptide sequence is VMHINSPFK. The MHC is Patr-A0101 with pseudo-sequence Patr-A0101. The binding affinity (normalized) is 0.192. (2) The peptide sequence is CIYQSPVRK. The MHC is HLA-A68:02 with pseudo-sequence HLA-A68:02. The binding affinity (normalized) is 0. (3) The peptide sequence is QTVEMSPFY. The MHC is HLA-B53:01 with pseudo-sequence HLA-B53:01. The binding affinity (normalized) is 0.213. (4) The peptide sequence is FLPSDYFPSV. The MHC is HLA-A26:01 with pseudo-sequence HLA-A26:01. The binding affinity (normalized) is 0. (5) The peptide sequence is KQLEYSWVL. The MHC is HLA-A02:12 with pseudo-sequence HLA-A02:12. The binding affinity (normalized) is 0.936. (6) The peptide sequence is MGYELWPTKW. The MHC is Mamu-B17 with pseudo-sequence Mamu-B17. The binding affinity (normalized) is 0.378. (7) The MHC is HLA-A32:01 with pseudo-sequence HLA-A32:01. The binding affinity (normalized) is 0.549. The peptide sequence is RTNNAELDF. (8) The peptide sequence is FTMGVLCL. The MHC is H-2-Kb with pseudo-sequence H-2-Kb. The binding affinity (normalized) is 0. (9) The peptide sequence is TTRAVNMEV. The MHC is HLA-B58:01 with pseudo-sequence HLA-B58:01. The binding affinity (normalized) is 0.213. (10) The binding affinity (normalized) is 0.0847. The peptide sequence is IPRLGGMAF. The MHC is HLA-B27:05 with pseudo-sequence HLA-B27:05.